This data is from Reaction yield outcomes from USPTO patents with 853,638 reactions. The task is: Predict the reaction yield, written as a fraction of the theoretical maximum amount of product (1.0 means a 100% yield; for example, 0.34 means a 34% yield). (1) The reactants are [O:1]1[C:6]2[CH:7]=[CH:8][CH:9]=[CH:10][C:5]=2[N:4]([C:11]2[C:19]3[O:18][CH2:17][C@@H:16]([N:20](C(=O)C(F)(F)F)[C:21]4[CH:34]=[CH:33][C:24]5[C@H:25]([CH2:28][C:29]([O:31]C)=[O:30])[CH2:26][O:27][C:23]=5[CH:22]=4)[C:15]=3[CH:14]=[CH:13][CH:12]=2)[CH2:3][CH2:2]1.[OH-].[Na+].Cl. The catalyst is O1CCCC1.CO.[Cl-].[Na+].O. The product is [O:1]1[C:6]2[CH:7]=[CH:8][CH:9]=[CH:10][C:5]=2[N:4]([C:11]2[C:19]3[O:18][CH2:17][C@@H:16]([NH:20][C:21]4[CH:34]=[CH:33][C:24]5[C@H:25]([CH2:28][C:29]([OH:31])=[O:30])[CH2:26][O:27][C:23]=5[CH:22]=4)[C:15]=3[CH:14]=[CH:13][CH:12]=2)[CH2:3][CH2:2]1. The yield is 1.00. (2) The reactants are [CH:1]1([N:6]2[C:10]3[N:11]=[C:12]([NH:15][C:16]4[CH:24]=[CH:23][C:19]([C:20](O)=[O:21])=[CH:18][N:17]=4)[N:13]=[CH:14][C:9]=3[CH:8]=[C:7]2[C:25](=[O:29])[N:26]([CH3:28])[CH3:27])[CH2:5][CH2:4][CH2:3][CH2:2]1.[C@H:30]12[CH2:37][C@H:33]([C@@H:34]([OH:36])[CH2:35]1)[CH2:32][NH:31]2. No catalyst specified. The product is [CH:1]1([N:6]2[C:10]3[N:11]=[C:12]([NH:15][C:16]4[CH:24]=[CH:23][C:19]([C:20]([N:31]5[CH2:32][C@@H:33]6[CH2:37][C@H:30]5[CH2:35][C@@H:34]6[OH:36])=[O:21])=[CH:18][N:17]=4)[N:13]=[CH:14][C:9]=3[CH:8]=[C:7]2[C:25]([N:26]([CH3:28])[CH3:27])=[O:29])[CH2:5][CH2:4][CH2:3][CH2:2]1. The yield is 0.630.